This data is from NCI-60 drug combinations with 297,098 pairs across 59 cell lines. The task is: Regression. Given two drug SMILES strings and cell line genomic features, predict the synergy score measuring deviation from expected non-interaction effect. (1) Drug 1: CC(C1=C(C=CC(=C1Cl)F)Cl)OC2=C(N=CC(=C2)C3=CN(N=C3)C4CCNCC4)N. Drug 2: CC12CCC(CC1=CCC3C2CCC4(C3CC=C4C5=CN=CC=C5)C)O. Cell line: DU-145. Synergy scores: CSS=10.9, Synergy_ZIP=6.53, Synergy_Bliss=12.4, Synergy_Loewe=8.06, Synergy_HSA=9.64. (2) Drug 1: C1=C(C(=O)NC(=O)N1)F. Drug 2: C1=NC2=C(N1)C(=S)N=C(N2)N. Cell line: MDA-MB-231. Synergy scores: CSS=34.5, Synergy_ZIP=-11.9, Synergy_Bliss=-8.41, Synergy_Loewe=-8.40, Synergy_HSA=-2.10.